From a dataset of Forward reaction prediction with 1.9M reactions from USPTO patents (1976-2016). Predict the product of the given reaction. Given the reactants C[O:2][C:3](=[O:20])[C:4]1[CH:9]=[CH:8][CH:7]=[C:6]([NH:10][C:11](=[O:19])[C:12]2[CH:17]=[CH:16][CH:15]=[CH:14][C:13]=2[CH3:18])[CH:5]=1.O.[OH-].[Li+], predict the reaction product. The product is: [CH3:18][C:13]1[CH:14]=[CH:15][CH:16]=[CH:17][C:12]=1[C:11]([NH:10][C:6]1[CH:5]=[C:4]([CH:9]=[CH:8][CH:7]=1)[C:3]([OH:20])=[O:2])=[O:19].